Dataset: Catalyst prediction with 721,799 reactions and 888 catalyst types from USPTO. Task: Predict which catalyst facilitates the given reaction. (1) Reactant: [NH2:1][C:2]1[S:6][C:5]([C:7]2[CH:12]=[CH:11][C:10]([O:13][CH3:14])=[CH:9][CH:8]=2)=[N:4][C:3]=1[C:15]([O:17]CC)=[O:16].[OH-].[Li+].Cl. Product: [NH2:1][C:2]1[S:6][C:5]([C:7]2[CH:8]=[CH:9][C:10]([O:13][CH3:14])=[CH:11][CH:12]=2)=[N:4][C:3]=1[C:15]([OH:17])=[O:16]. The catalyst class is: 1. (2) Reactant: [F:1][C:2]1[CH:18]=[CH:17][C:5]2[C:6]([CH:9]3[CH2:14][CH2:13][N:12](C=O)[CH2:11][CH2:10]3)=[N:7][S:8][C:4]=2[CH:3]=1.Cl.C(O)C.[OH-].[Na+]. Product: [F:1][C:2]1[CH:18]=[CH:17][C:5]2[C:6]([CH:9]3[CH2:10][CH2:11][NH:12][CH2:13][CH2:14]3)=[N:7][S:8][C:4]=2[CH:3]=1. The catalyst class is: 6.